The task is: Predict the reactants needed to synthesize the given product.. This data is from Full USPTO retrosynthesis dataset with 1.9M reactions from patents (1976-2016). The reactants are: [Cl:1][C:2]1[N:10]=[CH:9][CH:8]=[C:7]([I:11])[C:3]=1[C:4]([OH:6])=O.[F:12][C:13]1[CH:19]=[C:18]([F:20])[CH:17]=[CH:16][C:14]=1[NH2:15].C1CN([P+](Br)(N2CCCC2)N2CCCC2)CC1.F[P-](F)(F)(F)(F)F.CCN(C(C)C)C(C)C. Given the product [Cl:1][C:2]1[N:10]=[CH:9][CH:8]=[C:7]([I:11])[C:3]=1[C:4]([NH:15][C:14]1[CH:16]=[CH:17][C:18]([F:20])=[CH:19][C:13]=1[F:12])=[O:6], predict the reactants needed to synthesize it.